From a dataset of Forward reaction prediction with 1.9M reactions from USPTO patents (1976-2016). Predict the product of the given reaction. Given the reactants [F:1][C:2]1([C:15]2[CH:20]=[CH:19][CH:18]=[CH:17][N:16]=2)[CH2:7][CH2:6][N:5](C(OC(C)(C)C)=O)[CH2:4][CH2:3]1.[ClH:21], predict the reaction product. The product is: [ClH:21].[F:1][C:2]1([C:15]2[CH:20]=[CH:19][CH:18]=[CH:17][N:16]=2)[CH2:3][CH2:4][NH:5][CH2:6][CH2:7]1.